This data is from Peptide-MHC class II binding affinity with 134,281 pairs from IEDB. The task is: Regression. Given a peptide amino acid sequence and an MHC pseudo amino acid sequence, predict their binding affinity value. This is MHC class II binding data. (1) The peptide sequence is LLVSGWNSITV. The MHC is DRB4_0103 with pseudo-sequence DRB4_0103. The binding affinity (normalized) is 0.459. (2) The peptide sequence is SMQKTIPLVALTLTS. The MHC is DRB1_1101 with pseudo-sequence DRB1_1101. The binding affinity (normalized) is 0.498.